Regression. Given a peptide amino acid sequence and an MHC pseudo amino acid sequence, predict their binding affinity value. This is MHC class I binding data. From a dataset of Peptide-MHC class I binding affinity with 185,985 pairs from IEDB/IMGT. (1) The peptide sequence is MPYHGYHII. The MHC is HLA-C04:01 with pseudo-sequence HLA-C04:01. The binding affinity (normalized) is 0.213. (2) The peptide sequence is YNAELLVLL. The MHC is HLA-A68:02 with pseudo-sequence HLA-A68:02. The binding affinity (normalized) is 0.650.